This data is from Catalyst prediction with 721,799 reactions and 888 catalyst types from USPTO. The task is: Predict which catalyst facilitates the given reaction. (1) Reactant: [Cl:1][C:2]1[CH:7]=[C:6]([O:8][CH2:9][C:10]2[C:11]([C:18]3[C:23]([Cl:24])=[CH:22][CH:21]=[CH:20][C:19]=3[Cl:25])=[N:12][O:13][C:14]=2[CH:15]([CH3:17])[CH3:16])[CH:5]=[CH:4][C:3]=1[NH:26][C:27]([C:29]1[CH:38]=[CH:37][C:32]([C:33]([O:35]C)=[O:34])=[CH:31][CH:30]=1)=[O:28].[OH-].[Li+]. Product: [Cl:1][C:2]1[CH:7]=[C:6]([O:8][CH2:9][C:10]2[C:11]([C:18]3[C:19]([Cl:25])=[CH:20][CH:21]=[CH:22][C:23]=3[Cl:24])=[N:12][O:13][C:14]=2[CH:15]([CH3:17])[CH3:16])[CH:5]=[CH:4][C:3]=1[NH:26][C:27]([C:29]1[CH:30]=[CH:31][C:32]([C:33]([OH:35])=[O:34])=[CH:37][CH:38]=1)=[O:28]. The catalyst class is: 7. (2) Reactant: COC1C=C(OC)C=CC=1C[O:6][C:7]1[N:12]=[CH:11][N:10]=[C:9]([C:13]([NH:15][CH:16]([C:20]2[CH:25]=[CH:24][C:23]([O:26][C:27]([F:30])([F:29])[F:28])=[CH:22][CH:21]=2)[CH2:17][O:18][CH3:19])=[O:14])[CH:8]=1.FC(F)(F)C(O)=O.C(=O)([O-])O.[Na+]. Product: [CH3:19][O:18][CH2:17][CH:16]([NH:15][C:13]([C:9]1[N:10]=[CH:11][NH:12][C:7](=[O:6])[CH:8]=1)=[O:14])[C:20]1[CH:25]=[CH:24][C:23]([O:26][C:27]([F:29])([F:30])[F:28])=[CH:22][CH:21]=1. The catalyst class is: 11.